From a dataset of Peptide-MHC class II binding affinity with 134,281 pairs from IEDB. Regression. Given a peptide amino acid sequence and an MHC pseudo amino acid sequence, predict their binding affinity value. This is MHC class II binding data. (1) The binding affinity (normalized) is 0.821. The peptide sequence is DVILKALGALESEKE. The MHC is DRB1_0101 with pseudo-sequence DRB1_0101. (2) The peptide sequence is IDQVTIAGAKLRSLN. The MHC is DRB1_1501 with pseudo-sequence DRB1_1501. The binding affinity (normalized) is 0.680. (3) The peptide sequence is GNTPIFKSGRGCGSC. The binding affinity (normalized) is 0.126. The MHC is DRB1_1302 with pseudo-sequence DRB1_1302. (4) The peptide sequence is GHRGAINWQKGDTIK. The MHC is DRB1_0401 with pseudo-sequence DRB1_0401. The binding affinity (normalized) is 0.163. (5) The peptide sequence is SFGIVVAWQVKLLPV. The MHC is HLA-DQA10501-DQB10201 with pseudo-sequence HLA-DQA10501-DQB10201. The binding affinity (normalized) is 0.766.